Dataset: Human Reference Interactome with 51,813 positive PPI pairs across 8,248 proteins, plus equal number of experimentally-validated negative pairs. Task: Binary Classification. Given two protein amino acid sequences, predict whether they physically interact or not. (1) Protein 1 (ENSG00000031691) has sequence MSGKANASKKNAQQLKRNPKRKKDNEEVVLSENKVRNTVKKNKNHLKDLSSEGQTKHTNLKHGKTAASKRKTWQPLSKSTRDHLQTMMESVIMTILSNSIKEKEEIQYHLNFLKKRLLQQCETLKVPPKKMEDLTNVSSLLNMERARDKANEEGLALLQEEIDKMVETTELMTGNIQSLKNKIQILASEVEEEEERVKQMHQINSSGVLSLPELSQKTLKAPTLQKEILALIPNQNALLKDLDILHNSSQMKSMSTFIEEAYKKLDAS*. Protein 2 (ENSG00000138080) has sequence MAPRTLWSCYLCCLLTAAAGAASYPPRGFSLYTGSSGALSPGGPQAQIAPRPASRHRNWCAYVVTRTVSCVLEDGVETYVKYQPCAWGQPQCPQSIMYRRFLRPRYRVAYKTVTDMEWRCCQGYGGDDCAESPAPALGPASSTPRPLARPARPNLSGSSAGSPLSGLGGEGPGESEKVQQLEEQVQSLTKELQGLRGVLQGLSGRLAEDVQRAVETAFNGRQQPADAAARPGVHETLNEIQHQLQLLDTRVSTHDQELGHLNNHHGGSSSSGGSRAPAPASAPPGPSEELLRQLEQRLQE.... Result: 1 (the proteins interact). (2) Protein 1 (ENSG00000205323) has sequence MATETVELHKLKLAELKQECLARGLETKGIKQDLIHRLQAYLEEHAEEEANEEDVLGDETEEEETKPIELPVKEEEPPEKTVDVAAEKKVVKITSEIPQTERMQKRAERFNVPVSLESKKAARAARFGISSVPTKGLSSDNKPMVNLDKLKERAQRFGLNVSSISRKSEDDEKLKKRKERFGIVTSSAGTGTTEDTEAKKRKRAERFGIA*MATETVELHKLKLAELKQECLARGLETKGIKQDLIHRLQAYLEEHGRRNKAH*MATETVELHKLKLAELKQECLARGLETKGIKQDLIH.... Protein 2 (ENSG00000112837) has sequence MAEKRRGSPCSMLSLKAHAFSVEALIGAEKQQQLQKKRRKLGAEEAAGAVDDGGCSRGGGAGEKGSSEGDEGAALPPPAGATSGPARSGADLERGAAGGCEDGFQQGASPLASPGGSPKGSPARSLARPGTPLPSPQAPRVDLQGAELWKRFHEIGTEMIITKAGRRMFPAMRVKISGLDPHQQYYIAMDIVPVDNKRYRYVYHSSKWMVAGNADSPVPPRVYIHPDSPASGETWMRQVISFDKLKLTNNELDDQGHIILHSMHKYQPRVHVIRKDCGDDLSPIKPVPSGEGVKAFSFPE.... Result: 0 (the proteins do not interact). (3) Protein 1 (ENSG00000077380) has sequence MSDKSELKAELERKKQRLAQIREEKKRKEEERKKKETDQKKEAVAPVQEESDLEKKRREAEALLQSMGLTPESPIVPPPMSPSSKSVSTPSEAGSQDSGDGAVGSRRGPIKLGMAKITQVDFPPREIVTYTKETQTPVMAQPKEDEEEDDDVVAPKPPIEPEEEKTLKKDEENDSKAPPHELTEEEKQQILHSEEFLSFFDHSTRIVERALSEQINIFFDYSGRDLEDKEGEIQAGAKLSLNRQFFDERWSKHRVVSCLDWSSQYPELLVASYNNNEDAPHEPDGVALVWNMKYKKTTPE.... Protein 2 (ENSG00000131626) has sequence MMCEVMPTISEAEGPPGGGGGHGSGSPSQPDADSHFEQLMVSMLEERDRLLDTLRETQETLALTQGKLHEVGHERDSLQRQLNTALPQEFAALTKELNVCREQLLEREEEIAELKAERNNTRLLLEHLECLVSRHERSLRMTVVKRQAQSPAGVSSEVEVLKALKSLFEHHKALDEKVRERLRVALERCSLLEEELGATHKELMILKEQNNQKKTLTDGVLDINHEQENTPSTSGKRSSDGSLSHEEDLAKVIELQEIISKQSREQSQMKERLASLSSHVTELEEDLDTARKDLIKSEEM.... Result: 1 (the proteins interact). (4) Protein 1 (ENSG00000155975) has sequence MSWLFPLTKSASSSAAGSPGGLTSLQQQKQRLIESLRNSHSSIAEIQKDVEYRLPFTINNLTININILLPPQFPQEKPVISVYPPIRHHLMDKQGVYVTSPLVNNFTMHSDLGKIIQSLLDEFWKNPPVLAPTSTAFPYLYSNPSGMSPYASQGFPFLPPYPPQEANRSITSLSVADTVSSSTTSHTTAKPAAPSFGVLSNLPLPIPTVDASIPTSQNGFGYKMPDVPDAFPELSELSVSQLTDMNEQEEVLLEQFLTLPQLKQIITDKDDLVKSIEELARKNLLLEPSLEAKRQTVLDK.... Protein 2 (ENSG00000170175) has sequence MTPGALLMLLGALGAPLAPGVRGSEAEGRLREKLFSGYDSSVRPAREVGDRVRVSVGLILAQLISLNEKDEEMSTKVYLDLEWTDYRLSWDPAEHDGIDSLRITAESVWLPDVVLLNNNDGNFDVALDISVVVSSDGSVRWQPPGIYRSSCSIQVTYFPFDWQNCTMVFSSYSYDSSEVSLQTGLGPDGQGHQEIHIHEGTFIENGQWEIIHKPSRLIQPPGDPRGGREGQRQEVIFYLIIRRKPLFYLVNVIAPCILITLLAIFVFYLPPDAGEKMGLSIFALLTLTVFLLLLADKVPE.... Result: 0 (the proteins do not interact). (5) Protein 1 (ENSG00000177291) has sequence MEGVDLLGFLIITLNCNVTMVGKLWFVLTMLLRMLVIVLAGRPVYQDEQERFVCNTLQPGCANVCYDVFSPVSHLRFWLIQGVCVLLPSAVFSVYVLHRGATLAALGPRRCPDPREPASGQRRCPRPFGERGGLQVPDFSAGYIIHLLLRTLLEAAFGALHYFLFGFLAPKKFPCTRPPCTGVVDCYVSRPTEKSLLMLFLWAVSALSFLLGLADLVCSLRRRMRRRPGPPTSPSIRKQSGASGHAEGRRTDEEGGREEEGAPAPPGARAGGEGAGSPRRTSRVSGHTKIPDEDESEVTS.... Protein 2 (ENSG00000102103) has sequence MPLPVALQTRLAKRGILKHLEPEPEEEIIAEDYDDDPVDYEATRLEGLPPSWYKVFDPSCGLPYYWNADTDLVSWLSPHDPNSVVTKSAKKLRSSNADAEEKLDRSHDKSDRGHDKSDRSHEKLDRGHDKSDRGHDKSDRDRERGYDKVDRERERDRERDRDRGYDKADREEGKERRHHRREELAPYPKSKKAVSRKDEELDPMDPSSYSDAPRGTWSTGLPKRNEAKTGADTTAAGPLFQQRPYPSPGAVLRANAEASRTKQQD*MPLPVALQTRLAKRGILKHLEPEPEEEIIAEDYD.... Result: 0 (the proteins do not interact). (6) Protein 1 (ENSG00000093183) has sequence MSVIFFACVVRVRDGLPLSASTDFYHTQDFLEWRRRLKSLALRLAQYPGRGSAEGCDFSIHFSSFGDVACMAICSCQCPAAMAFCFLETLWWEFTASYDTTCIGLASRPYAFLEFDSIIQKVKWHFNYVSSSQMECSLEKIQEELKLQPPAVLTLEDTDVANGVMNGHTPMHLEPAPNFRMEPVTALGILSLILNIMCAALNLIRGVHLAEHSLQVAHEEIGNILAFLVPFVACIFQCYLYLFYSPARTMKVVLMLLFICLGNMYLHGLRNLWQILFHIGVAFLSSYQILTRQLQEKQSD.... Protein 2 (ENSG00000172613) has sequence MKCLVTGGNVKVLGKAVHSLSRIGDELYLEPLEDGLSLRTVNSSRSAYACFLFAPLFFQQYQAATPGQDLLRCKILMKSFLSVFRSLAMLEKTVEKCCISLNGRSSRLVVQLHCKFGVRKTHNLSFQDCESLQAVFDPASCPHMLRAPARVLGEAVLPFSPALAEVTLGIGRGRRVILRSYHEEEADSTAKAMVTEMCLGEEDFQQLQAQEGVAITFCLKEFRGLLSFAESANLNLSIHFDAPGRPAIFTIKDSLLDGHFVLATLSDTDSHSQDLGSPERHQPVPQLQAHSTPHPDDFAN.... Result: 0 (the proteins do not interact). (7) Protein 1 (ENSG00000087245) has sequence MEALMARGALTGPLRALCLLGCLLSHAAAAPSPIIKFPGDVAPKTDKELAVQYLNTFYGCPKESCNLFVLKDTLKKMQKFFGLPQTGDLDQNTIETMRKPRCGNPDVANYNFFPRKPKWDKNQITYRIIGYTPDLDPETVDDAFARAFQVWSDVTPLRFSRIHDGEADIMINFGRWEHGDGYPFDGKDGLLAHAFAPGTGVGGDSHFDDDELWTLGEGQVVRVKYGNADGEYCKFPFLFNGKEYNSCTDTGRSDGFLWCSTTYNFEKDGKYGFCPHEALFTMGGNAEGQPCKFPFRFQGT.... Protein 2 (ENSG00000162227) has sequence MSEREERRFVEIPRESVRLMAESTGLELSDEVAALLAEDVCYRLREATQNSSQFMKHTKRRKLTVEDFNRALRWSSVEAVCGYGSQEALPMRPAREGELYFPEDREVNLVELALATNIPKGCAETAVRVHVSYLDGKGNLAPQGSVPSAVSSLTDDLLKYYHQVTRAVLGDDPQLMKVALQDLQTNSKIGALLPYFVYVVSGVKSVSHDLEQLHRLLQVARSLFRNPHLCLGPYVRCLVGSVLYCVLEPLAASINPLNDHWTLRDGAALLLSHIFWTHGDLVSGLYQHILLSLQKILADP.... Result: 0 (the proteins do not interact).